From a dataset of Full USPTO retrosynthesis dataset with 1.9M reactions from patents (1976-2016). Predict the reactants needed to synthesize the given product. (1) Given the product [NH2:28][C:18]1[C:17]2[N:16]=[C:15]([CH2:29][O:30][CH2:31][CH3:32])[N:14]([CH2:13][CH2:12][CH2:11][CH2:10][NH:9][C:6]([CH:1]3[CH2:5][CH2:4][CH2:3][CH2:2]3)=[O:7])[C:26]=2[C:25]2[CH:24]=[CH:23][C:22]([Br:27])=[CH:21][C:20]=2[N:19]=1, predict the reactants needed to synthesize it. The reactants are: [CH:1]1([C:6](Cl)=[O:7])[CH2:5][CH2:4][CH2:3][CH2:2]1.[NH2:9][CH2:10][CH2:11][CH2:12][CH2:13][N:14]1[C:26]2[C:25]3[CH:24]=[CH:23][C:22]([Br:27])=[CH:21][C:20]=3[N:19]=[C:18]([NH2:28])[C:17]=2[N:16]=[C:15]1[CH2:29][O:30][CH2:31][CH3:32].C(N(CC)CC)C. (2) Given the product [OH:6][C:7]1[C:12]2[O:13][CH:14]=[CH:15][C:11]=2[C:10]([O:16][CH2:17][C:18]([O:20][CH2:21][CH3:22])=[O:19])=[CH:9][CH:8]=1, predict the reactants needed to synthesize it. The reactants are: B(Br)(Br)Br.C[O:6][C:7]1[C:12]2[O:13][CH:14]=[CH:15][C:11]=2[C:10]([O:16][CH2:17][C:18]([O:20][CH2:21][CH3:22])=[O:19])=[CH:9][CH:8]=1.O. (3) Given the product [Si:33]([O:40][C:41]1[CH:42]=[CH:43][C:44]([CH2:47][C:48]([NH:21][C:18]2[C:17]([C:22]3[S:32][C:25]4[C:26]5[S:31][CH:30]=[CH:29][C:27]=5[S:28][C:24]=4[CH:23]=3)=[N:16][C:15]([C:12]3[CH:11]=[CH:10][C:9]([O:8][Si:1]([C:4]([CH3:6])([CH3:7])[CH3:5])([CH3:2])[CH3:3])=[CH:14][CH:13]=3)=[CH:20][N:19]=2)=[O:49])=[CH:45][CH:46]=1)([C:36]([CH3:39])([CH3:38])[CH3:37])([CH3:35])[CH3:34], predict the reactants needed to synthesize it. The reactants are: [Si:1]([O:8][C:9]1[CH:14]=[CH:13][C:12]([C:15]2[N:16]=[C:17]([C:22]3[S:32][C:25]4[C:26]5[S:31][CH:30]=[CH:29][C:27]=5[S:28][C:24]=4[CH:23]=3)[C:18]([NH2:21])=[N:19][CH:20]=2)=[CH:11][CH:10]=1)([C:4]([CH3:7])([CH3:6])[CH3:5])([CH3:3])[CH3:2].[Si:33]([O:40][C:41]1[CH:46]=[CH:45][C:44]([CH2:47][C:48](Cl)=[O:49])=[CH:43][CH:42]=1)([C:36]([CH3:39])([CH3:38])[CH3:37])([CH3:35])[CH3:34].O. (4) Given the product [C:1]([O:5][C:6](=[O:9])[CH2:7]/[N:8]=[CH:16]/[CH2:15][C:11]([CH3:17])([CH3:10])[CH:12]=[CH2:13])([CH3:4])([CH3:3])[CH3:2], predict the reactants needed to synthesize it. The reactants are: [C:1]([O:5][C:6](=[O:9])[CH2:7][NH2:8])([CH3:4])([CH3:3])[CH3:2].[CH3:10][C:11]([CH3:17])([CH:15]=[CH2:16])[CH2:12][CH:13]=O. (5) Given the product [F:25][C:26]1[CH:33]=[CH:32][CH:31]=[CH:30][C:27]=1[CH2:28][O:1][C:2]1[CH:3]=[C:4]([C@H:8]2[CH2:12][CH2:11][C@:10]3([CH2:16][CH2:15][NH:14][C:13]3=[O:17])[N:9]2[C:18]([O:20][C:21]([CH3:24])([CH3:23])[CH3:22])=[O:19])[CH:5]=[CH:6][CH:7]=1, predict the reactants needed to synthesize it. The reactants are: [OH:1][C:2]1[CH:3]=[C:4]([C@H:8]2[CH2:12][CH2:11][C@:10]3([CH2:16][CH2:15][NH:14][C:13]3=[O:17])[N:9]2[C:18]([O:20][C:21]([CH3:24])([CH3:23])[CH3:22])=[O:19])[CH:5]=[CH:6][CH:7]=1.[F:25][C:26]1[CH:33]=[CH:32][CH:31]=[CH:30][C:27]=1[CH2:28]Br. (6) Given the product [ClH:9].[CH3:10][N:11]1[CH2:12][CH2:13][CH:14]([O:17][C:18]2[CH:19]=[C:20]([NH:24][C:1](=[O:8])[C:2]3[CH:7]=[CH:6][CH:5]=[CH:4][CH:3]=3)[CH:21]=[CH:22][CH:23]=2)[CH2:15][CH2:16]1, predict the reactants needed to synthesize it. The reactants are: [C:1]([Cl:9])(=[O:8])[C:2]1[CH:7]=[CH:6][CH:5]=[CH:4][CH:3]=1.[CH3:10][N:11]1[CH2:16][CH2:15][CH:14]([O:17][C:18]2[CH:19]=[C:20]([NH2:24])[CH:21]=[CH:22][CH:23]=2)[CH2:13][CH2:12]1. (7) Given the product [Cl:1][C:2]1[C:3]([F:23])=[C:4]([C:16]([OH:18])=[O:17])[N:5]([CH2:8][O:9][CH2:10][CH2:11][Si:12]([CH3:14])([CH3:15])[CH3:13])[C:6]=1[CH3:7], predict the reactants needed to synthesize it. The reactants are: [Cl:1][C:2]1[C:3]([F:23])=[C:4]([C:16]([O:18]C(C)(C)C)=[O:17])[N:5]([CH2:8][O:9][CH2:10][CH2:11][Si:12]([CH3:15])([CH3:14])[CH3:13])[C:6]=1[CH3:7]. (8) Given the product [CH3:15][C:14]([CH3:17])([CH3:16])[CH2:13][N:9]1[C:7]2=[N:8][C:3](/[CH:38]=[CH:37]/[C:36]3[CH:39]=[CH:40][C:33]([F:32])=[CH:34][CH:35]=3)=[CH:4][CH:5]=[C:6]2[N:11]=[C:10]1[NH2:12], predict the reactants needed to synthesize it. The reactants are: Br.Cl[C:3]1[N:8]=[C:7]2[N:9]([CH2:13][C:14]([CH3:17])([CH3:16])[CH3:15])[C:10]([NH2:12])=[N:11][C:6]2=[CH:5][CH:4]=1.C(O)CCC.C(N(C(C)C)CC)(C)C.[F:32][C:33]1[CH:40]=[CH:39][C:36]([CH:37]=[CH2:38])=[CH:35][CH:34]=1. (9) Given the product [Br:13][C:14]1[CH:19]=[CH:18][C:17]([C:2]2[C:3]([CH:4]=[O:5])=[CH:6][C:7]([OH:12])=[C:8]([O:10][CH3:11])[CH:9]=2)=[CH:16][CH:15]=1, predict the reactants needed to synthesize it. The reactants are: Br[C:2]1[CH:9]=[C:8]([O:10][CH3:11])[C:7]([OH:12])=[CH:6][C:3]=1[CH:4]=[O:5].[Br:13][C:14]1[CH:19]=[CH:18][C:17](B(O)O)=[CH:16][CH:15]=1.[F-].[Cs+].